This data is from Reaction yield outcomes from USPTO patents with 853,638 reactions. The task is: Predict the reaction yield, written as a fraction of the theoretical maximum amount of product (1.0 means a 100% yield; for example, 0.34 means a 34% yield). (1) The reactants are Br[C:2]1[C:7]([CH3:8])=[C:6]([Br:9])[C:5]([Br:10])=[C:4]([CH3:11])[C:3]=1Br.[O:13]1C=[CH:16][CH:15]=[CH:14]1.[Li][CH2:19]CCC.CO. The catalyst is C1(C)C=CC=CC=1.O. The product is [Br:10][C:5]1[C:6]([Br:9])=[C:7]([CH3:8])[CH:2]=[C:3]2[C:4]=1[C:11]1([CH3:19])[O:13][CH:14]2[CH:15]=[CH:16]1. The yield is 0.500. (2) The reactants are [CH2:1]([O:3][C:4]1[CH:26]=[CH:25][C:7]([C:8]([NH:10][CH2:11][CH2:12][NH:13][C:14]([C:16]2[C:17]([C:21]([F:24])([F:23])[F:22])=[N:18][NH:19][CH:20]=2)=[O:15])=[O:9])=[CH:6][CH:5]=1)[CH3:2].Br[CH:28]1[CH2:33][CH2:32][CH2:31][CH2:30][CH2:29]1.C(=O)([O-])[O-].[K+].[K+]. The catalyst is CCOC(C)=O. The product is [CH:28]1([N:19]2[CH:20]=[C:16]([C:14]([NH:13][CH2:12][CH2:11][NH:10][C:8](=[O:9])[C:7]3[CH:6]=[CH:5][C:4]([O:3][CH2:1][CH3:2])=[CH:26][CH:25]=3)=[O:15])[C:17]([C:21]([F:22])([F:23])[F:24])=[N:18]2)[CH2:33][CH2:32][CH2:31][CH2:30][CH2:29]1. The yield is 0.250. (3) The reactants are C([O:8][CH:9]([C:11]1[NH:16][C:15](=[O:17])[C:14]2=[CH:18][N:19]=[C:20]([C:21]3[CH2:22][CH2:23][O:24][CH2:25][CH:26]=3)[N:13]2[N:12]=1)[CH3:10])C1C=CC=CC=1. The catalyst is CO.[OH-].[OH-].[Pd+2]. The product is [OH:8][CH:9]([C:11]1[NH:16][C:15](=[O:17])[C:14]2=[CH:18][N:19]=[C:20]([CH:21]3[CH2:22][CH2:23][O:24][CH2:25][CH2:26]3)[N:13]2[N:12]=1)[CH3:10]. The yield is 0.800. (4) The reactants are [CH3:1][C:2]1[C:3]([C:22](OC)=[O:23])=[CH:4][N:5]([S:13]([C:16]2[CH:21]=[CH:20][CH:19]=[CH:18][CH:17]=2)(=[O:15])=[O:14])[C:6]=1[C:7]1[CH:12]=[CH:11][CH:10]=[CH:9][CH:8]=1.C1(C)C=CC=CC=1.[H-].C([Al+]CC(C)C)C(C)C.Cl. The catalyst is O1CCCC1. The product is [CH3:1][C:2]1[C:3]([CH:22]=[O:23])=[CH:4][N:5]([S:13]([C:16]2[CH:17]=[CH:18][CH:19]=[CH:20][CH:21]=2)(=[O:15])=[O:14])[C:6]=1[C:7]1[CH:8]=[CH:9][CH:10]=[CH:11][CH:12]=1. The yield is 0.550. (5) The reactants are Br[C:2]1[N:7]=[C:6]([C:8]([OH:10])=[O:9])[CH:5]=[CH:4][C:3]=1[F:11].[F:12][C:13]1[CH:18]=[C:17]([F:19])[CH:16]=[CH:15][C:14]=1B(O)O. The catalyst is C1C=CC(P(C2C=CC=CC=2)[C-]2C=CC=C2)=CC=1.C1C=CC(P(C2C=CC=CC=2)[C-]2C=CC=C2)=CC=1.Cl[Pd]Cl.[Fe+2].C(Cl)Cl. The product is [F:12][C:13]1[CH:18]=[C:17]([F:19])[CH:16]=[CH:15][C:14]=1[C:2]1[N:7]=[C:6]([C:8]([OH:10])=[O:9])[CH:5]=[CH:4][C:3]=1[F:11]. The yield is 0.790. (6) The reactants are CS[C:3]1[N:4]=[N:5][C:6]([C:20]#[N:21])=[C:7]([N:9]2[CH2:15][CH2:14][C:13]3[CH:16]=[CH:17][CH:18]=[CH:19][C:12]=3[CH2:11][CH2:10]2)[N:8]=1.ClC1C=CC=C(C(OO)=[O:30])C=1. The catalyst is ClCCl. The product is [OH:30][C:3]1[N:4]=[N:5][C:6]([C:20]#[N:21])=[C:7]([N:9]2[CH2:15][CH2:14][C:13]3[CH:16]=[CH:17][CH:18]=[CH:19][C:12]=3[CH2:11][CH2:10]2)[N:8]=1. The yield is 0.860.